From a dataset of Full USPTO retrosynthesis dataset with 1.9M reactions from patents (1976-2016). Predict the reactants needed to synthesize the given product. (1) Given the product [C:14]([O:22][CH2:23][C:24]1[S:26][CH:2]=[C:3]([C:5]2[CH:13]=[CH:12][C:8]([C:9]([OH:11])=[O:10])=[CH:7][CH:6]=2)[N:25]=1)(=[O:21])[C:15]1[CH:20]=[CH:19][CH:18]=[CH:17][CH:16]=1, predict the reactants needed to synthesize it. The reactants are: Br[CH2:2][C:3]([C:5]1[CH:13]=[CH:12][C:8]([C:9]([OH:11])=[O:10])=[CH:7][CH:6]=1)=O.[C:14]([O:22][CH2:23][C:24](=[S:26])[NH2:25])(=[O:21])[C:15]1[CH:20]=[CH:19][CH:18]=[CH:17][CH:16]=1.C(=O)([O-])O.[Na+].O. (2) Given the product [Si:15]([O:14][C:11]1[CH:12]=[CH:13][C:8]([C:6]2[N:7]=[C:2]([C:31]3[C:32]4[C:27](=[CH:26][CH:25]=[CH:24][CH:23]=4)[CH:28]=[CH:29][CH:30]=3)[C:3]([NH2:22])=[N:4][CH:5]=2)=[CH:9][CH:10]=1)([C:18]([CH3:21])([CH3:20])[CH3:19])([CH3:17])[CH3:16], predict the reactants needed to synthesize it. The reactants are: Br[C:2]1[C:3]([NH2:22])=[N:4][CH:5]=[C:6]([C:8]2[CH:13]=[CH:12][C:11]([O:14][Si:15]([C:18]([CH3:21])([CH3:20])[CH3:19])([CH3:17])[CH3:16])=[CH:10][CH:9]=2)[N:7]=1.[C:23]1(B(O)O)[C:32]2[C:27](=[CH:28][CH:29]=[CH:30][CH:31]=2)[CH:26]=[CH:25][CH:24]=1.C([O-])([O-])=O.[Na+].[Na+].O. (3) Given the product [CH2:1]([O:8][C:9]1[C:14](=[O:15])[CH:13]=[CH:12][N:11]([CH3:16])[C:10]=1[CH:17]([O:22][S:31]([CH3:30])(=[O:33])=[O:32])[C:18]([F:20])([F:21])[F:19])[C:2]1[CH:3]=[CH:4][CH:5]=[CH:6][CH:7]=1, predict the reactants needed to synthesize it. The reactants are: [CH2:1]([O:8][C:9]1[C:14](=[O:15])[CH:13]=[CH:12][N:11]([CH3:16])[C:10]=1[CH:17]([OH:22])[C:18]([F:21])([F:20])[F:19])[C:2]1[CH:7]=[CH:6][CH:5]=[CH:4][CH:3]=1.CCN(CC)CC.[CH3:30][S:31](Cl)(=[O:33])=[O:32].